This data is from Reaction yield outcomes from USPTO patents with 853,638 reactions. The task is: Predict the reaction yield, written as a fraction of the theoretical maximum amount of product (1.0 means a 100% yield; for example, 0.34 means a 34% yield). (1) The reactants are [CH3:1][O:2][C:3]([C@H:5]1[N:9]2[C:10](=[O:29])[C:11]([NH2:28])=[C:12]([CH2:17][C:18]3[C:27]4[C:22](=[CH:23][CH:24]=[CH:25][CH:26]=4)[CH:21]=[CH:20][CH:19]=3)[C:13]([CH:14]3[CH2:16][CH2:15]3)=[C:8]2[S:7][CH2:6]1)=[O:4].[CH:30](CC(OC(=O)CC=O)=O)=[O:31].C(O)(=O)CC(CC(O)=O)(C(O)=O)O. The catalyst is N1C=CC=CC=1.C(Cl)Cl. The product is [CH3:1][O:2][C:3]([C@H:5]1[N:9]2[C:10](=[O:29])[C:11]([NH:28][CH:30]=[O:31])=[C:12]([CH2:17][C:18]3[C:27]4[C:22](=[CH:23][CH:24]=[CH:25][CH:26]=4)[CH:21]=[CH:20][CH:19]=3)[C:13]([CH:14]3[CH2:16][CH2:15]3)=[C:8]2[S:7][CH2:6]1)=[O:4]. The yield is 0.930. (2) The reactants are [Cl:1][CH2:2][C:3]1[N:4]=[C:5]2[CH:13]=[CH:12][CH:11]=[CH:10][N:6]2[C:7](=[O:9])[CH:8]=1.[I:14]N1C(=O)CCC1=O. The catalyst is C(#N)C. The product is [Cl:1][CH2:2][C:3]1[N:4]=[C:5]2[CH:13]=[CH:12][CH:11]=[CH:10][N:6]2[C:7](=[O:9])[C:8]=1[I:14]. The yield is 0.830.